This data is from Forward reaction prediction with 1.9M reactions from USPTO patents (1976-2016). The task is: Predict the product of the given reaction. (1) Given the reactants [NH2:1][C:2]1[N:10]=[C:9]([CH3:11])[CH:8]=[C:7]([CH3:12])[C:3]=1[C:4]([OH:6])=[O:5].Cl.[C:14](OC(=O)C)(=[O:16])[CH3:15].C(=O)([O-])[O-].[Na+].[Na+], predict the reaction product. The product is: [C:14]([NH:1][C:2]1[N:10]=[C:9]([CH3:11])[CH:8]=[C:7]([CH3:12])[C:3]=1[C:4]([OH:6])=[O:5])(=[O:16])[CH3:15]. (2) Given the reactants C[O:2][C:3](=[O:31])[CH2:4][C:5]1[CH:10]=[C:9]([Cl:11])[C:8]([O:12][C:13]2[CH:18]=[CH:17][C:16]([NH:19][C:20](=[O:24])[CH:21]([CH3:23])[CH3:22])=[C:15](/[CH:25]=[CH:26]/[C:27]([OH:29])=[O:28])[CH:14]=2)=[C:7]([Cl:30])[CH:6]=1.[Li+].[OH-].Cl, predict the reaction product. The product is: [Cl:11][C:9]1[CH:10]=[C:5]([CH2:4][C:3]([OH:31])=[O:2])[CH:6]=[C:7]([Cl:30])[C:8]=1[O:12][C:13]1[CH:18]=[CH:17][C:16]([NH:19][C:20](=[O:24])[CH:21]([CH3:23])[CH3:22])=[C:15](/[CH:25]=[CH:26]/[C:27]([OH:29])=[O:28])[CH:14]=1. (3) Given the reactants [Cl:1][C:2]1[CH:7]=[N:6][CH:5]=[C:4]([Sn](CCCC)(CCCC)CCCC)[N:3]=1.I[C:22]1[C:30]2[C:25](=[CH:26][CH:27]=[C:28]([C:31]3[O:35][C:34]([NH:36][CH2:37][C:38]4[CH:43]=[CH:42][C:41]([O:44][CH3:45])=[CH:40][CH:39]=4)=[N:33][N:32]=3)[CH:29]=2)[N:24]([S:46]([C:49]2[CH:55]=[CH:54][C:52]([CH3:53])=[CH:51][CH:50]=2)(=[O:48])=[O:47])[CH:23]=1.CN(C=O)C, predict the reaction product. The product is: [Cl:1][C:2]1[N:3]=[C:4]([C:22]2[C:30]3[C:25](=[CH:26][CH:27]=[C:28]([C:31]4[O:35][C:34]([NH:36][CH2:37][C:38]5[CH:39]=[CH:40][C:41]([O:44][CH3:45])=[CH:42][CH:43]=5)=[N:33][N:32]=4)[CH:29]=3)[N:24]([S:46]([C:49]3[CH:50]=[CH:51][C:52]([CH3:53])=[CH:54][CH:55]=3)(=[O:48])=[O:47])[CH:23]=2)[CH:5]=[N:6][CH:7]=1. (4) Given the reactants [OH:1][C:2]1[CH:3]=[C:4]([NH:10][C:11]([S:15][CH3:16])=[CH:12][C:13]#[N:14])[CH:5]=[CH:6][C:7]=1[O:8][CH3:9].[C:17](OC(=O)C)(=[O:19])[CH3:18].N1C=CC=CC=1, predict the reaction product. The product is: [C:17]([O:1][C:2]1[CH:3]=[C:4]([NH:10][C:11]([S:15][CH3:16])=[CH:12][C:13]#[N:14])[CH:5]=[CH:6][C:7]=1[O:8][CH3:9])(=[O:19])[CH3:18].